Task: Predict which catalyst facilitates the given reaction.. Dataset: Catalyst prediction with 721,799 reactions and 888 catalyst types from USPTO (1) Reactant: [CH3:1][N:2]([CH3:18])[C:3]1([C:12]2[CH:17]=[CH:16][CH:15]=[CH:14][CH:13]=2)[CH2:8][CH2:7][C:6](=[CH:9][C:10]#[N:11])[CH2:5][CH2:4]1.[BH4-].[Na+]. Product: [NH2:11][CH2:10][CH2:9][CH:6]1[CH2:5][CH2:4][C:3]([N:2]([CH3:1])[CH3:18])([C:12]2[CH:17]=[CH:16][CH:15]=[CH:14][CH:13]=2)[CH2:8][CH2:7]1. The catalyst class is: 652. (2) Reactant: [NH:1]1[CH2:6][CH2:5][CH:4]([NH:7][S:8]([C:11]2[C:20]3[C:15](=[CH:16][CH:17]=[CH:18][CH:19]=3)[C:14]([NH:21][C:22](=[O:29])[C:23]3[CH:28]=[CH:27][CH:26]=[CH:25][CH:24]=3)=[CH:13][CH:12]=2)(=[O:10])=[O:9])[CH2:3][CH2:2]1.CCN(CC)CC.[N:37]([CH:40]([CH3:42])[CH3:41])=[C:38]=[O:39]. Product: [CH:40]([NH:37][C:38]([N:1]1[CH2:6][CH2:5][CH:4]([NH:7][S:8]([C:11]2[C:20]3[C:15](=[CH:16][CH:17]=[CH:18][CH:19]=3)[C:14]([NH:21][C:22](=[O:29])[C:23]3[CH:24]=[CH:25][CH:26]=[CH:27][CH:28]=3)=[CH:13][CH:12]=2)(=[O:10])=[O:9])[CH2:3][CH2:2]1)=[O:39])([CH3:42])[CH3:41]. The catalyst class is: 2. (3) Reactant: [C:1]1([C:7]2[N:8]=[C:9]([N:12]3[CH2:17][CH2:16][N:15](C(OC(C)(C)C)=O)[CH2:14][CH2:13]3)[S:10][CH:11]=2)[CH:6]=[CH:5][CH:4]=[CH:3][CH:2]=1.Cl.C(OCC)C. Product: [C:1]1([C:7]2[N:8]=[C:9]([N:12]3[CH2:17][CH2:16][NH:15][CH2:14][CH2:13]3)[S:10][CH:11]=2)[CH:2]=[CH:3][CH:4]=[CH:5][CH:6]=1. The catalyst class is: 13. (4) Reactant: Br[C:2]1[C:3]([CH3:14])=[CH:4][C:5]([O:12][CH3:13])=[C:6]([CH:11]=1)[C:7]([O:9][CH3:10])=[O:8].[F:15][C:16]([F:21])([F:20])C([O-])=O.[K+].C1(C)C=CC=CC=1. Product: [CH3:14][C:3]1[C:2]([C:16]([F:21])([F:20])[F:15])=[CH:11][C:6]([C:7]([O:9][CH3:10])=[O:8])=[C:5]([O:12][CH3:13])[CH:4]=1. The catalyst class is: 590. (5) The catalyst class is: 6. Reactant: [N:1]1[CH:6]=[CH:5][CH:4]=[C:3]([NH:7][C:8](=[O:15])OCC(Cl)(Cl)Cl)[N:2]=1.[C:16]1([C:22]2[CH:27]=[CH:26][N:25]=[C:24]([N:28]3[CH2:33][CH2:32][NH:31][CH2:30][CH2:29]3)[CH:23]=2)[CH:21]=[CH:20][CH:19]=[CH:18][CH:17]=1.C(N(C(C)C)CC)(C)C.CS(C)=O. Product: [C:16]1([C:22]2[CH:27]=[CH:26][N:25]=[C:24]([N:28]3[CH2:33][CH2:32][N:31]([C:8]([NH:7][C:3]4[N:2]=[N:1][CH:6]=[CH:5][CH:4]=4)=[O:15])[CH2:30][CH2:29]3)[CH:23]=2)[CH:17]=[CH:18][CH:19]=[CH:20][CH:21]=1. (6) Reactant: [CH3:1][C:2]([C:4]([O:6][CH2:7][CH2:8][OH:9])=[O:5])=[CH2:3].[O-2].[Al+3].[O-2].[O-2].[Al+3].[CH3:15][Si:16]([CH3:19])([CH3:18])Cl. Product: [CH3:15][Si:16]([CH3:19])([CH3:18])[O:9][CH2:8][CH2:7][O:6][C:4](=[O:5])[C:2]([CH3:1])=[CH2:3]. The catalyst class is: 66. (7) Reactant: [F:1][C:2]1[CH:3]=[C:4]2[C:9](=[N:10][C:11]=1[CH3:12])[N:8]=[C:7]([C:13]([F:16])([F:15])[F:14])[C:6]([C:17]([O:19]CC)=[O:18])=[CH:5]2.O.O.[OH-].[Li+].Cl. Product: [F:1][C:2]1[CH:3]=[C:4]2[C:9](=[N:10][C:11]=1[CH3:12])[N:8]=[C:7]([C:13]([F:16])([F:14])[F:15])[C:6]([C:17]([OH:19])=[O:18])=[CH:5]2. The catalyst class is: 8.